This data is from Reaction yield outcomes from USPTO patents with 853,638 reactions. The task is: Predict the reaction yield, written as a fraction of the theoretical maximum amount of product (1.0 means a 100% yield; for example, 0.34 means a 34% yield). (1) The reactants are S(Cl)(Cl)=O.[Br:5][C:6]1[CH:7]=[N:8][CH:9]=[C:10]([CH:14]=1)[C:11]([OH:13])=[O:12].[CH2:15](O)[CH3:16]. No catalyst specified. The product is [Br:5][C:6]1[CH:7]=[N:8][CH:9]=[C:10]([CH:14]=1)[C:11]([O:13][CH2:15][CH3:16])=[O:12]. The yield is 0.820. (2) The reactants are [CH2:1]([O:8][C:9]1[CH:14]=[CH:13][N:12]([C:15]2[CH:16]=[N:17][C:18](F)=[CH:19][CH:20]=2)[C:11](=[O:22])[CH:10]=1)[C:2]1[CH:7]=[CH:6][CH:5]=[CH:4][CH:3]=1.[C:23](=[O:26])([O-])[O-:24].[K+].[K+].[CH3:29][N:30]([CH3:33])C=O. No catalyst specified. The product is [CH2:1]([O:8][C:9]1[CH:14]=[CH:13][N:12]([C:15]2[CH:16]=[N:17][C:18]([N:30]3[CH2:33][CH2:9][C@@H:10]([CH2:11][NH:12][C:23](=[O:26])[O:24][C:2]([CH3:7])([CH3:3])[CH3:1])[CH2:29]3)=[CH:19][CH:20]=2)[C:11](=[O:22])[CH:10]=1)[C:2]1[CH:7]=[CH:6][CH:5]=[CH:4][CH:3]=1. The yield is 0.860. (3) The reactants are [N:1]1([C:11]2[C:15]3[CH2:16][N:17]([C:20](=[O:22])[CH3:21])[CH2:18][CH2:19][C:14]=3[N:13]([C@H:23]3[CH2:27][CH2:26][O:25][CH2:24]3)[N:12]=2)[C:10]2[C:5](=[CH:6][CH:7]=[CH:8][CH:9]=2)[CH2:4][CH2:3][CH2:2]1.[Br:28]N1C(=O)CCC1=O.O. The catalyst is CN(C=O)C. The yield is 0.860. The product is [Br:28][C:7]1[CH:6]=[C:5]2[C:10](=[CH:9][CH:8]=1)[N:1]([C:11]1[C:15]3[CH2:16][N:17]([C:20](=[O:22])[CH3:21])[CH2:18][CH2:19][C:14]=3[N:13]([C@H:23]3[CH2:27][CH2:26][O:25][CH2:24]3)[N:12]=1)[CH2:2][CH2:3][CH2:4]2. (4) The reactants are CC([O-])(C)C.[K+].[C:7]([CH2:9][C:10]([NH2:12])=[O:11])#[N:8].[CH3:13][C:14](=O)[CH:15]=[CH:16][CH2:17][CH3:18].O=O.Cl. The catalyst is CS(C)=O.O. The product is [CH2:17]([C:16]1[CH:15]=[C:14]([CH3:13])[NH:12][C:10](=[O:11])[C:9]=1[C:7]#[N:8])[CH3:18]. The yield is 0.310. (5) The reactants are [N:1]([CH2:4][C:5]1[C:14](=[O:15])[C:13]2[C:8](=[CH:9][C:10]([F:16])=[CH:11][CH:12]=2)[N:7]([C:17]2[CH:22]=[CH:21][CH:20]=[CH:19][C:18]=2[F:23])[CH:6]=1)=[N+]=[N-].Cl.[Cl:25]C(Cl)C.C(OCC)(=O)C. The product is [ClH:25].[NH2:1][CH2:4][C:5]1[C:14](=[O:15])[C:13]2[C:8](=[CH:9][C:10]([F:16])=[CH:11][CH:12]=2)[N:7]([C:17]2[CH:22]=[CH:21][CH:20]=[CH:19][C:18]=2[F:23])[CH:6]=1. The catalyst is [Pt](=O)=O. The yield is 0.670. (6) The catalyst is C1COCC1. The product is [CH2:8]([O:7][C:3]([CH2:4][O:5][C:15]1[C:16]([C:17]([O:19][CH2:20][CH3:21])=[O:18])=[CH:11][N:12]=[CH:13][N:14]=1)=[O:6])[CH3:9]. The reactants are [H-].[Na+].[C:3]([O:7][CH2:8][CH3:9])(=[O:6])[CH2:4][OH:5].Cl[C:11]1[C:16]([C:17]([O:19][CH2:20][CH3:21])=[O:18])=[CH:15][N:14]=[CH:13][N:12]=1.C(O)(=O)C. The yield is 0.760.